This data is from Catalyst prediction with 721,799 reactions and 888 catalyst types from USPTO. The task is: Predict which catalyst facilitates the given reaction. (1) Reactant: [O:1]1[CH2:6][CH2:5][CH2:4][CH2:3][CH:2]1[N:7]1[C:11](B2OC(C)(C)C(C)(C)O2)=[CH:10][CH:9]=[N:8]1.Br[C:22]1[CH:27]=[CH:26][C:25]([Cl:28])=[C:24]([Cl:29])[CH:23]=1.C(=O)([O-])[O-].[Na+].[Na+]. Product: [Cl:28][C:25]1[CH:26]=[C:27]([C:11]2[N:7]([CH:2]3[CH2:3][CH2:4][CH2:5][CH2:6][O:1]3)[N:8]=[CH:9][CH:10]=2)[CH:22]=[CH:23][C:24]=1[Cl:29]. The catalyst class is: 233. (2) Product: [CH3:9][N:8]([CH3:10])[C:3]1([CH:2]([C:11]2[CH:12]=[CH:13][CH:14]=[CH:15][CH:16]=2)[NH:1][C:25]([C:24]2[C:19]([S:18][CH3:17])=[N:20][CH:21]=[CH:22][CH:23]=2)=[O:26])[CH2:7][CH2:6][CH2:5][CH2:4]1. Reactant: [NH2:1][CH:2]([C:11]1[CH:16]=[CH:15][CH:14]=[CH:13][CH:12]=1)[C:3]1([N:8]([CH3:10])[CH3:9])[CH2:7][CH2:6][CH2:5][CH2:4]1.[CH3:17][S:18][C:19]1[C:24]([C:25](O)=[O:26])=[CH:23][CH:22]=[CH:21][N:20]=1.C1CCC(N=C=NC2CCCCC2)CC1.C1C=CC2N(O)N=NC=2C=1. The catalyst class is: 59. (3) Product: [OH:6][C:5]1[C@@H:7]([C@@H:9]([OH:10])[CH2:11][OH:12])[O:8][C:2](=[O:1])[C:3]=1[OH:4]. Reactant: [OH:1][CH2:2][C:3]([C@H:5]([C@@H:7]([C@H:9]([CH2:11][OH:12])[OH:10])[OH:8])[OH:6])=[O:4].C([O-])([O-])=O.[Ca+2]. The catalyst class is: 610. (4) Reactant: CS(O)(=O)=O.[CH:6]#[C:7][CH2:8][NH:9][C@H:10]1[C:14]2[CH:15]=[CH:16][CH:17]=[CH:18][C:13]=2[CH2:12][CH2:11]1.C1(C)C=CC=CC=1.[OH-].[Na+]. Product: [CH:6]#[C:7][CH2:8][NH:9][C@H:10]1[C:14]2[CH:15]=[CH:16][CH:17]=[CH:18][C:13]=2[CH2:12][CH2:11]1. The catalyst class is: 6. (5) Reactant: C[O:2][C:3](=[O:22])[C:4]1[CH:9]=[CH:8][CH:7]=[CH:6][C:5]=1CSC1C=CC=C2C=1N=CC=C2.[Li+].[OH-]. Product: [C:3]([OH:22])(=[O:2])[C:4]1[CH:9]=[CH:8][CH:7]=[CH:6][CH:5]=1. The catalyst class is: 24. (6) Reactant: [NH:1]1[CH2:9][C@H:7]([OH:8])[CH2:6][C@H:2]1[C:3]([OH:5])=[O:4].O1CCCC1.O.[OH-].[Na+].[C:18](O[C:18]([O:20][C:21]([CH3:24])([CH3:23])[CH3:22])=[O:19])([O:20][C:21]([CH3:24])([CH3:23])[CH3:22])=[O:19]. Product: [C:21]([O:20][C:18]([N:1]1[CH2:9][C@H:7]([OH:8])[CH2:6][C@H:2]1[C:3]([OH:5])=[O:4])=[O:19])([CH3:24])([CH3:23])[CH3:22]. The catalyst class is: 13.